Dataset: Catalyst prediction with 721,799 reactions and 888 catalyst types from USPTO. Task: Predict which catalyst facilitates the given reaction. (1) Reactant: [C:1]([O:5][C:6]([NH:8][CH:9]1[CH2:13][CH2:12][C@:11]([CH2:17][O:18][CH2:19][CH3:20])([C:14]([OH:16])=O)[CH2:10]1)=[O:7])([CH3:4])([CH3:3])[CH3:2].Cl.Cl.[F:23][C:24]([F:38])([F:37])[C:25]1[CH:30]=[CH:29][N:28]=[C:27]([N:31]2[CH2:36][CH2:35][NH:34][CH2:33][CH2:32]2)[CH:26]=1.C(N(CC)CC)C.F[P-](F)(F)(F)(F)F.N1(OC(N(C)C)=[N+](C)C)C2C=CC=CC=2N=N1. Product: [C:1]([O:5][C:6](=[O:7])[NH:8][CH:9]1[CH2:13][CH2:12][C@:11]([CH2:17][O:18][CH2:19][CH3:20])([C:14]([N:34]2[CH2:35][CH2:36][N:31]([C:27]3[CH:26]=[C:25]([C:24]([F:38])([F:23])[F:37])[CH:30]=[CH:29][N:28]=3)[CH2:32][CH2:33]2)=[O:16])[CH2:10]1)([CH3:2])([CH3:3])[CH3:4]. The catalyst class is: 85. (2) Reactant: [Br:1][C:2]1[CH:3]=[C:4]2[C:8](=[CH:9][CH:10]=1)[NH:7][CH:6]=[C:5]2[S:11]([C:14]1[CH:19]=[CH:18][C:17]([F:20])=[CH:16][CH:15]=1)(=[O:13])=[O:12].[CH3:21]C(C)([O-])C.[K+].C1COCC1.IC. Product: [Br:1][C:2]1[CH:3]=[C:4]2[C:8](=[CH:9][CH:10]=1)[N:7]([CH3:21])[CH:6]=[C:5]2[S:11]([C:14]1[CH:19]=[CH:18][C:17]([F:20])=[CH:16][CH:15]=1)(=[O:13])=[O:12]. The catalyst class is: 7. (3) Reactant: C([O:5][C:6](=[O:33])[CH2:7][N:8]1[C:16]2[CH2:15][CH2:14][CH:13]([N:17]([S:19]([C:22]3[CH:27]=[CH:26][C:25]([F:28])=[CH:24][CH:23]=3)(=[O:21])=[O:20])[CH3:18])[CH2:12][C:11]=2[C:10]2[N:29]=[CH:30][CH:31]=[CH:32][C:9]1=2)(C)(C)C.CO.[OH-].[Na+].Cl. Product: [F:28][C:25]1[CH:26]=[CH:27][C:22]([S:19]([N:17]([CH:13]2[CH2:14][CH2:15][C:16]3[N:8]([CH2:7][C:6]([OH:33])=[O:5])[C:9]4[CH:32]=[CH:31][CH:30]=[N:29][C:10]=4[C:11]=3[CH2:12]2)[CH3:18])(=[O:21])=[O:20])=[CH:23][CH:24]=1. The catalyst class is: 1. (4) Reactant: [Cl:1][C:2]1[CH:3]=[CH:4][C:5]([O:20][CH3:21])=[C:6]([C:8]2[N:16]3[C:11]([CH:12]=[N:13][C:14](S(C)=O)=[N:15]3)=[CH:10][CH:9]=2)[CH:7]=1.[CH3:22][O:23][C:24]1[CH:25]=[C:26]([CH:28]=[C:29]([O:33][CH3:34])[C:30]=1[O:31][CH3:32])[NH2:27]. Product: [Cl:1][C:2]1[CH:3]=[CH:4][C:5]([O:20][CH3:21])=[C:6]([C:8]2[N:16]3[C:11]([CH:12]=[N:13][C:14]([NH:27][C:26]4[CH:28]=[C:29]([O:33][CH3:34])[C:30]([O:31][CH3:32])=[C:24]([O:23][CH3:22])[CH:25]=4)=[N:15]3)=[CH:10][CH:9]=2)[CH:7]=1. The catalyst class is: 60. (5) Reactant: C([Li])CCC.Br[C:7]1[S:8][CH:9]=[CH:10][N:11]=1.C([Mg]Cl)(C)C.CON(C)[C:20](=[O:34])[C@@H:21]([NH:23][C:24](=[O:33])[O:25][CH2:26][C:27]1[CH:32]=[CH:31][CH:30]=[CH:29][CH:28]=1)[CH3:22].[Li]C1SC=CN=1.[NH4+].[Cl-]. Product: [CH3:22][C@H:21]([NH:23][C:24](=[O:33])[O:25][CH2:26][C:27]1[CH:32]=[CH:31][CH:30]=[CH:29][CH:28]=1)[C:20](=[O:34])[C:7]1[S:8][CH:9]=[CH:10][N:11]=1. The catalyst class is: 20. (6) Reactant: Cl[C:2]1[N:10]=[C:9]2[C:5]([N:6]=[C:7]([CH2:12][N:13]3[CH2:16][CH:15]([N:17]4[CH2:22][CH2:21][O:20][CH2:19][CH2:18]4)[CH2:14]3)[N:8]2[CH3:11])=[C:4]([N:23]2[CH2:28][CH2:27][O:26][CH2:25][CH2:24]2)[N:3]=1.[CH:29]1([C:32]2[NH:33][C:34]3[CH:40]=[CH:39][CH:38]=[CH:37][C:35]=3[N:36]=2)[CH2:31][CH2:30]1.CC(C1C=C(C(C)C)C(C2C=CC=CC=2P(C2CCCCC2)C2CCCCC2)=C(C(C)C)C=1)C.C([O-])([O-])=O.[Cs+].[Cs+]. Product: [CH:29]1([C:32]2[N:33]([C:2]3[N:10]=[C:9]4[C:5]([N:6]=[C:7]([CH2:12][N:13]5[CH2:14][CH:15]([N:17]6[CH2:22][CH2:21][O:20][CH2:19][CH2:18]6)[CH2:16]5)[N:8]4[CH3:11])=[C:4]([N:23]4[CH2:24][CH2:25][O:26][CH2:27][CH2:28]4)[N:3]=3)[C:34]3[CH:40]=[CH:39][CH:38]=[CH:37][C:35]=3[N:36]=2)[CH2:31][CH2:30]1. The catalyst class is: 62. (7) Reactant: [CH:1]1[C:13]2[N:12]([C@@H:14]([CH2:25][CH2:26][C:27]([O:29][CH2:30][CH2:31][O:32][C:33](=[O:51])[C:34]3[CH:39]=[CH:38][C:37]([NH:40]C(OCC4C=CC=CC=4)=O)=[CH:36][CH:35]=3)=[O:28])[C:15]([O:17]CC3C=CC=CC=3)=[O:16])[C:11]3[C:6](=[CH:7][CH:8]=[CH:9][CH:10]=3)[C:5]=2[CH:4]=[CH:3][CH:2]=1.C(O)(C)C. Product: [NH2:40][C:37]1[CH:36]=[CH:35][C:34]([C:33]([O:32][CH2:31][CH2:30][O:29][C:27](=[O:28])[CH2:26][CH2:25][C@H:14]([N:12]2[C:11]3[CH:10]=[CH:9][CH:8]=[CH:7][C:6]=3[C:5]3[C:13]2=[CH:1][CH:2]=[CH:3][CH:4]=3)[C:15]([OH:17])=[O:16])=[O:51])=[CH:39][CH:38]=1. The catalyst class is: 354.